From a dataset of Peptide-MHC class II binding affinity with 134,281 pairs from IEDB. Regression. Given a peptide amino acid sequence and an MHC pseudo amino acid sequence, predict their binding affinity value. This is MHC class II binding data. (1) The peptide sequence is GSQLIWDRALGLPLE. The MHC is HLA-DQA10102-DQB10602 with pseudo-sequence HLA-DQA10102-DQB10602. The binding affinity (normalized) is 0.331. (2) The peptide sequence is GLTHMMIWHSNLNDT. The MHC is DRB1_1302 with pseudo-sequence DRB1_1302. The binding affinity (normalized) is 0.187. (3) The peptide sequence is QKLMEDINVGFKAAV. The MHC is DRB1_1101 with pseudo-sequence DRB1_1101. The binding affinity (normalized) is 0.404. (4) The peptide sequence is WREMHHLVEFEPPHA. The MHC is DRB1_1101 with pseudo-sequence DRB1_1101. The binding affinity (normalized) is 0.395.